Dataset: Full USPTO retrosynthesis dataset with 1.9M reactions from patents (1976-2016). Task: Predict the reactants needed to synthesize the given product. (1) Given the product [CH:1]1([CH2:6][CH:7]([N:11]2[C:16](=[O:17])[CH:15]=[C:14]([O:18][C:19]3[CH:24]=[CH:23][CH:22]=[C:21]([F:25])[CH:20]=3)[CH:13]=[N:12]2)[C:8]([NH:26][C:27]2[CH:31]=[CH:30][N:29]([CH2:32][C:33]([OH:35])([CH3:34])[CH3:36])[N:28]=2)=[O:10])[CH2:5][CH2:4][CH2:3][CH2:2]1, predict the reactants needed to synthesize it. The reactants are: [CH:1]1([CH2:6][CH:7]([N:11]2[C:16](=[O:17])[CH:15]=[C:14]([O:18][C:19]3[CH:24]=[CH:23][CH:22]=[C:21]([F:25])[CH:20]=3)[CH:13]=[N:12]2)[C:8]([OH:10])=O)[CH2:5][CH2:4][CH2:3][CH2:2]1.[NH2:26][C:27]1[CH:31]=[CH:30][N:29]([CH2:32][C:33]([CH3:36])([OH:35])[CH3:34])[N:28]=1. (2) Given the product [F:8][C:5]1[CH:4]=[CH:3][C:2]([C:21]2[CH:20]=[N:19][N:18]([CH2:17][CH2:16][O:15][CH:10]3[CH2:11][CH2:12][CH2:13][CH2:14][O:9]3)[CH:22]=2)=[CH:7][N:6]=1, predict the reactants needed to synthesize it. The reactants are: Br[C:2]1[CH:3]=[CH:4][C:5]([F:8])=[N:6][CH:7]=1.[O:9]1[CH2:14][CH2:13][CH2:12][CH2:11][CH:10]1[O:15][CH2:16][CH2:17][N:18]1[CH:22]=[C:21](B2OC(C)(C)C(C)(C)O2)[CH:20]=[N:19]1.C([O-])([O-])=O.[Na+].[Na+].